From a dataset of Forward reaction prediction with 1.9M reactions from USPTO patents (1976-2016). Predict the product of the given reaction. Given the reactants [NH2:1][CH2:2][C@H:3]1[N:10]([C:11]([C:13]2[N:14]=[C:15]([CH3:25])[S:16][C:17]=2[C:18]2[CH:19]=[C:20]([CH3:24])[CH:21]=[CH:22][CH:23]=2)=[O:12])[CH2:9][C@H:8]2[C@@H:4]1[CH2:5][CH:6]([CH3:26])[CH2:7]2.[CH3:27][O:28][C:29]1[N:34]=[C:33]([C:35](O)=[O:36])[CH:32]=[CH:31][CH:30]=1, predict the reaction product. The product is: [CH3:26][CH:6]1[CH2:5][C@H:4]2[C@H:8]([CH2:9][N:10]([C:11]([C:13]3[N:14]=[C:15]([CH3:25])[S:16][C:17]=3[C:18]3[CH:19]=[C:20]([CH3:24])[CH:21]=[CH:22][CH:23]=3)=[O:12])[C@@H:3]2[CH2:2][NH:1][C:35]([C:33]2[CH:32]=[CH:31][CH:30]=[C:29]([O:28][CH3:27])[N:34]=2)=[O:36])[CH2:7]1.